This data is from Reaction yield outcomes from USPTO patents with 853,638 reactions. The task is: Predict the reaction yield, written as a fraction of the theoretical maximum amount of product (1.0 means a 100% yield; for example, 0.34 means a 34% yield). (1) The reactants are [CH3:1][O:2][C:3]1[CH:4]=[C:5]2[C:10](=[CH:11][C:12]=1[O:13][CH3:14])[C:9]([CH2:15][CH2:16][CH3:17])=[N:8][C:7]([OH:18])=[CH:6]2.[OH-].[K+].[ClH:21].[Cl:22][CH2:23][C:24]1[C:25]([NH:35][CH3:36])=[N:26][C:27]2[C:32]([CH:33]=1)=[CH:31][C:30]([CH3:34])=[CH:29][CH:28]=2.Cl.CO. The catalyst is C1(C)C=CC=CC=1. The product is [ClH:22].[ClH:21].[CH3:1][O:2][C:3]1[CH:4]=[C:5]2[C:10](=[CH:11][C:12]=1[O:13][CH3:14])[C:9]([CH2:15][CH2:16][CH3:17])=[N:8][C:7]([OH:18])=[C:6]2[CH2:23][C:24]1[C:25]([NH:35][CH3:36])=[N:26][C:27]2[C:32]([CH:33]=1)=[CH:31][C:30]([CH3:34])=[CH:29][CH:28]=2. The yield is 0.0500. (2) The reactants are F[C:2]1[CH:7]=[CH:6][C:5]([S:8]([CH3:11])(=[O:10])=[O:9])=[CH:4][C:3]=1[C:12]1[C:21]2[C:16](=[CH:17][CH:18]=[CH:19][CH:20]=2)[C:15](=[O:22])[N:14]([CH3:23])[CH:13]=1.[NH2:24][C@H:25]1[CH2:30][CH2:29][C@H:28]([OH:31])[CH2:27][CH2:26]1.C([O-])([O-])=O.[Cs+].[Cs+].O. The catalyst is CS(C)=O. The product is [NH2:24][C@H:25]1[CH2:30][CH2:29][C@H:28]([O:31][C:2]2[CH:7]=[CH:6][C:5]([S:8]([CH3:11])(=[O:10])=[O:9])=[CH:4][C:3]=2[C:12]2[C:21]3[C:16](=[CH:17][CH:18]=[CH:19][CH:20]=3)[C:15](=[O:22])[N:14]([CH3:23])[CH:13]=2)[CH2:27][CH2:26]1. The yield is 0.369. (3) The reactants are Br[C:2]1[CH:3]=[C:4]([OH:8])[CH:5]=[CH:6][CH:7]=1.[N:9]1[CH:14]=[CH:13][CH:12]=[C:11](B(O)O)[CH:10]=1.C(=O)([O-])[O-].[Na+].[Na+]. The catalyst is C(COC)OC.O.C1C=CC(P(C2C=CC=CC=2)[C-]2C=CC=C2)=CC=1.C1C=CC(P(C2C=CC=CC=2)[C-]2C=CC=C2)=CC=1.Cl[Pd]Cl.[Fe+2]. The product is [N:9]1[CH:14]=[CH:13][CH:12]=[C:11]([C:2]2[CH:3]=[C:4]([OH:8])[CH:5]=[CH:6][CH:7]=2)[CH:10]=1. The yield is 0.780.